Predict the product of the given reaction. From a dataset of Forward reaction prediction with 1.9M reactions from USPTO patents (1976-2016). (1) Given the reactants [OH-].[Li+].[F:3][C:4]([F:20])([CH:17]([F:19])[F:18])[CH2:5][O:6][C:7]1[CH:8]=[CH:9][C:10]([C:13]([O:15]C)=[O:14])=[N:11][CH:12]=1, predict the reaction product. The product is: [F:20][C:4]([F:3])([CH:17]([F:19])[F:18])[CH2:5][O:6][C:7]1[CH:8]=[CH:9][C:10]([C:13]([OH:15])=[O:14])=[N:11][CH:12]=1. (2) Given the reactants [CH2:1]([Li])[CH2:2][CH2:3][CH3:4].CI.[CH2:8]1[CH2:12][O:11][CH2:10][CH2:9]1, predict the reaction product. The product is: [C:12]([O:11][C:10]([C:9]1[C:1]2[C:1](=[C:9]([CH3:10])[CH:4]=[CH:3][CH:2]=2)[CH:2]=[CH:3][CH:4]=1)=[O:11])([CH3:8])([CH3:8])[CH3:12].